Dataset: Forward reaction prediction with 1.9M reactions from USPTO patents (1976-2016). Task: Predict the product of the given reaction. (1) Given the reactants Cl[C:2]1[C:11]([C:12]#[N:13])=[C:10]([C:14]2[CH:19]=[CH:18][CH:17]=[CH:16][CH:15]=2)[C:9]2[C:4](=[CH:5][CH:6]=[C:7]([Cl:20])[CH:8]=2)[N:3]=1.[NH:21]1[CH2:25][CH2:24][CH2:23][CH2:22]1.C(N(CC)CC)C.O, predict the reaction product. The product is: [Cl:20][C:7]1[CH:8]=[C:9]2[C:4](=[CH:5][CH:6]=1)[N:3]=[C:2]([N:21]1[CH2:25][CH2:24][CH2:23][CH2:22]1)[C:11]([C:12]#[N:13])=[C:10]2[C:14]1[CH:19]=[CH:18][CH:17]=[CH:16][CH:15]=1. (2) Given the reactants [F:1][C:2]1[CH:11]=[C:10]2[C:5]([CH:6]([C:14]([OH:16])=[O:15])[CH2:7][C:8]([CH3:13])([CH3:12])[O:9]2)=[CH:4][CH:3]=1.[Si](C=[N+]=[N-])(C)(C)[CH3:18], predict the reaction product. The product is: [F:1][C:2]1[CH:11]=[C:10]2[C:5]([CH:6]([C:14]([O:16][CH3:18])=[O:15])[CH2:7][C:8]([CH3:13])([CH3:12])[O:9]2)=[CH:4][CH:3]=1. (3) Given the reactants [F:1][C:2]1[CH:31]=[CH:30][C:5]([C:6](/[N:8]=[C:9](\[NH:17][C:18]2[NH:22][N:21]=[C:20]([C:23]3[CH:28]=[CH:27][C:26]([F:29])=[CH:25][CH:24]=3)[CH:19]=2)/[N:10]2[CH2:14][CH2:13][CH2:12][C@H:11]2[CH2:15]O)=[O:7])=[CH:4][CH:3]=1.C1(P(C2C=CC=CC=2)C2C=CC=CC=2)C=CC=CC=1.CC(OC(/N=N/C(OC(C)C)=O)=O)C, predict the reaction product. The product is: [F:1][C:2]1[CH:31]=[CH:30][C:5]([C:6](/[N:8]=[C:9]2\[NH:17][C:18]3[N:22]([N:21]=[C:20]([C:23]4[CH:28]=[CH:27][C:26]([F:29])=[CH:25][CH:24]=4)[CH:19]=3)[CH2:15][C@@H:11]3[CH2:12][CH2:13][CH2:14][N:10]\23)=[O:7])=[CH:4][CH:3]=1. (4) Given the reactants [C:1]([NH:4][C:5]1[CH:6]=[C:7]2[C:12](=[CH:13][C:14]=1Br)[N:11]([C:16]([O:18][CH:19]([CH3:21])[CH3:20])=[O:17])[CH2:10][C@H:9]([CH3:22])[N:8]2[C:23](=[O:25])[CH3:24])(=[O:3])[CH3:2].[CH3:26][C:27]([OH:44])([CH3:43])[CH2:28][N:29]1[CH:33]=[C:32](B2OC(C)(C)C(C)(C)O2)[CH:31]=[N:30]1.C(=O)([O-])[O-].[Cs+].[Cs+].CC(C1C=C(C(C)C)C(C2C=CC=CC=2P(C2CCCCC2)C2CCCCC2)=C(C(C)C)C=1)C, predict the reaction product. The product is: [C:1]([NH:4][C:5]1[CH:6]=[C:7]2[C:12](=[CH:13][C:14]=1[C:32]1[CH:31]=[N:30][N:29]([CH2:28][C:27]([OH:44])([CH3:43])[CH3:26])[CH:33]=1)[N:11]([C:16]([O:18][CH:19]([CH3:21])[CH3:20])=[O:17])[CH2:10][C@H:9]([CH3:22])[N:8]2[C:23](=[O:25])[CH3:24])(=[O:3])[CH3:2]. (5) The product is: [C:22]1([C:11]2([N:10]([CH3:9])[CH3:24])[CH2:12][CH2:13][C:14]3([C:18](=[O:19])[NH:17][CH2:16][CH2:15]3)[CH2:20][CH2:21]2)[CH2:3][CH2:2][CH2:1][CH:5]=1. Given the reactants [C:1]1(C[Mg]Br)[CH2:5]C[CH2:3][CH:2]=1.[CH3:9][N:10]([CH3:24])[C:11]1([C:22]#N)[CH2:21][CH2:20][C:14]2([C:18](=[O:19])[NH:17][CH2:16][CH2:15]2)[CH2:13][CH2:12]1.[Cl-].[NH4+].O, predict the reaction product. (6) Given the reactants [F-:1].C([N+](CCCC)(CCCC)CCCC)CCC.[F:19][C:20]1[CH:21]=[C:22]([CH:32]=[C:33]([F:39])[C:34]=1[O:35][CH2:36][C:37]#[CH:38])[C:23]([N:25]1[CH:31]2[CH:26]1[CH2:27][CH2:28][CH2:29][CH2:30]2)=[O:24].[Cl-].[NH4+], predict the reaction product. The product is: [F:1][CH:31]1[CH2:30][CH2:29][CH2:28][CH2:27][CH:26]1[NH:25][C:23](=[O:24])[C:22]1[CH:21]=[C:20]([F:19])[C:34]([O:35][CH2:36][C:37]#[CH:38])=[C:33]([F:39])[CH:32]=1. (7) The product is: [C:9]([O:13][C:14]([NH:1][C:2]1[CH:3]=[CH:4][C:5]([Cl:8])=[N:6][CH:7]=1)=[O:15])([CH3:12])([CH3:11])[CH3:10]. Given the reactants [NH2:1][C:2]1[CH:3]=[CH:4][C:5]([Cl:8])=[N:6][CH:7]=1.[C:9]([O:13][C:14](O[C:14]([O:13][C:9]([CH3:12])([CH3:11])[CH3:10])=[O:15])=[O:15])([CH3:12])([CH3:11])[CH3:10].CCN(CC)CC, predict the reaction product.